The task is: Predict the product of the given reaction.. This data is from Forward reaction prediction with 1.9M reactions from USPTO patents (1976-2016). (1) Given the reactants [F:1][C:2]1[CH:7]=[CH:6][C:5]([C:8]2[CH:9]=[CH:10][C:11]([C@@H:14]([NH:16]C(=O)OC(C)(C)C)[CH3:15])=[N:12][CH:13]=2)=[CH:4][C:3]=1[CH3:24].C(O)(C(F)(F)F)=O.CC[NH+](CC)CC.CC[NH+](CC)CC.C([O-])([O-])=O, predict the reaction product. The product is: [F:1][C:2]1[CH:7]=[CH:6][C:5]([C:8]2[CH:9]=[CH:10][C:11]([C@@H:14]([NH2:16])[CH3:15])=[N:12][CH:13]=2)=[CH:4][C:3]=1[CH3:24]. (2) Given the reactants [C:1](P(C(C)(C)C)C(C)(C)C)(C)([CH3:3])[CH3:2].CC(C)([O-])C.[Na+].[CH3:20][C:21]1([CH3:42])[C:34]2[C:33]3[C:35]4[C:40]([NH:41][C:32]=3[CH:31]=[CH:30][C:29]=2[NH:28][C:27]2[CH:26]=[CH:25][CH:24]=[CH:23][C:22]1=2)=[CH:39][CH:38]=[CH:37][CH:36]=4.Br[C:44]1[C:53]2[C:48](=[CH:49][CH:50]=[CH:51][CH:52]=2)[CH:47]=[CH:46][CH:45]=1.[C:54]1([CH3:60])[CH:59]=[CH:58][CH:57]=[CH:56][CH:55]=1, predict the reaction product. The product is: [CH3:20][C:21]1([CH3:42])[C:34]2[C:33]3[C:35]4[C:40]([N:41]([C:44]5[C:53]6[C:48](=[CH:49][CH:50]=[CH:51][CH:52]=6)[CH:47]=[CH:46][CH:45]=5)[C:32]=3[CH:31]=[CH:30][C:29]=2[N:28]([C:58]2[C:59]3[C:54](=[CH:60][CH:2]=[CH:1][CH:3]=3)[CH:55]=[CH:56][CH:57]=2)[C:27]2[CH:26]=[CH:25][CH:24]=[CH:23][C:22]1=2)=[CH:39][CH:38]=[CH:37][CH:36]=4.